Dataset: Cav3 T-type calcium channel HTS with 100,875 compounds. Task: Binary Classification. Given a drug SMILES string, predict its activity (active/inactive) in a high-throughput screening assay against a specified biological target. (1) The drug is O(CC(=O)N1C(Cc2c1cccc2)C)C(=O)Cn1c(=O)c2c(nc1)cccc2. The result is 0 (inactive). (2) The molecule is FC(F)(F)c1cc(NC(=O)COC)ccc1. The result is 0 (inactive). (3) The drug is S(C1CCCCC1)CCNC(=O)CN(S(=O)(=O)c1ccc(cc1)C)c1c(F)cccc1. The result is 0 (inactive). (4) The drug is s1c2ncn(CC(=O)N3CCCCC3)c(=O)c2c(c1C(=O)Nc1cc(NC(=O)C)ccc1)C. The result is 0 (inactive). (5) The compound is S1C(CC(=O)n2c1nnc2)C(=O)Nc1cc(OC)ccc1. The result is 0 (inactive). (6) The molecule is S(=O)(=O)(N1CC(CCC1)C(=O)NCCCN1CCN(CC1)c1ccc(OC)cc1)c1[nH]cnc1. The result is 0 (inactive). (7) The compound is S(CCNC\C=C\c1ccccc1)c1n(nnn1)C. The result is 0 (inactive).